Dataset: Full USPTO retrosynthesis dataset with 1.9M reactions from patents (1976-2016). Task: Predict the reactants needed to synthesize the given product. (1) Given the product [CH3:17][N:16]([CH3:18])[CH2:15][CH2:14][CH2:13][NH:12][C:7]1[C:8]2[C:3](=[C:2]([C:27]3[CH:28]=[C:29]4[C:34](=[CH:35][CH:36]=3)[CH:33]=[C:32]([NH:37][C:38]([C:40]3[CH:44]=[CH:43][S:42][CH:41]=3)=[O:39])[CH:31]=[CH:30]4)[CH:11]=[CH:10][CH:9]=2)[CH:4]=[CH:5][N:6]=1, predict the reactants needed to synthesize it. The reactants are: Br[C:2]1[CH:11]=[CH:10][CH:9]=[C:8]2[C:3]=1[CH:4]=[CH:5][N:6]=[C:7]2[NH:12][CH2:13][CH2:14][CH2:15][N:16]([CH3:18])[CH3:17].CC1(C)C(C)(C)OB([C:27]2[CH:28]=[C:29]3[C:34](=[CH:35][CH:36]=2)[CH:33]=[C:32]([NH:37][C:38]([C:40]2[CH:44]=[CH:43][S:42][CH:41]=2)=[O:39])[CH:31]=[CH:30]3)O1.C(=O)([O-])[O-].[K+].[K+]. (2) Given the product [NH2:1][C:2]1[N:3]=[CH:4][C:5]2[C:10]3[CH:11]=[CH:12][C:13](=[O:15])[N:14]([CH3:25])[C:9]=3[N:8]([CH:16]3[CH2:20][CH2:19][CH2:18][CH2:17]3)[C:6]=2[N:7]=1, predict the reactants needed to synthesize it. The reactants are: [NH2:1][C:2]1[N:3]=[CH:4][C:5]2[C:10]3[CH:11]=[CH:12][C:13]([OH:15])=[N:14][C:9]=3[N:8]([CH:16]3[CH2:20][CH2:19][CH2:18][CH2:17]3)[C:6]=2[N:7]=1.[H-].[Na+].IC.[C:25]([O-])([O-])=O.[K+].[K+]. (3) Given the product [CH3:1][C:2]1[N:6]([CH2:14][CH2:15][CH3:16])[C:5]2[CH:7]=[CH:8][CH:9]=[CH:10][C:4]=2[N:3]=1, predict the reactants needed to synthesize it. The reactants are: [CH3:1][C:2]1[NH:3][C:4]2[CH:10]=[CH:9][CH:8]=[CH:7][C:5]=2[N:6]=1.[H-].[Na+].I[CH2:14][CH2:15][CH3:16]. (4) Given the product [C:6]([OH:8])(=[O:5])[CH3:7].[CH3:38][C:10]([CH3:9])([CH3:37])[C:11](=[O:36])[CH2:12][O:13][C:14]1[CH:19]=[CH:18][C:17]([C:20]([C:25]2[S:29][C:28]([S:30]([NH2:33])(=[O:32])=[O:31])=[C:27]([CH3:34])[CH:26]=2)([CH2:21][CH3:22])[CH2:23][CH3:24])=[CH:16][C:15]=1[CH3:35], predict the reactants needed to synthesize it. The reactants are: C([O:5][C:6](=[O:8])[CH3:7])(C)(C)C.[CH3:9][C:10]([CH3:38])([CH3:37])[C:11](=[O:36])[CH2:12][O:13][C:14]1[CH:19]=[CH:18][C:17]([C:20]([C:25]2[S:29][C:28]([S:30]([NH2:33])(=[O:32])=[O:31])=[C:27]([CH3:34])[CH:26]=2)([CH2:23][CH3:24])[CH2:21][CH3:22])=[CH:16][C:15]=1[CH3:35]. (5) Given the product [F:1][C:2]1[CH:8]=[CH:7][C:5]([NH:6][C:11](=[O:10])[CH3:13])=[C:4]([CH3:9])[CH:3]=1, predict the reactants needed to synthesize it. The reactants are: [F:1][C:2]1[CH:8]=[CH:7][C:5]([NH2:6])=[C:4]([CH3:9])[CH:3]=1.[O:10](C(C)=O)[C:11]([CH3:13])=O. (6) Given the product [CH:1]1([CH2:4][N:5]2[C:9]3[CH:10]=[CH:11][C:12]([C:18]4[CH:36]=[CH:37][C:38]([CH:39]([OH:35])[CH2:30][OH:31])=[N:20][C:19]=4[F:26])=[C:13]([C:14]([F:17])([F:16])[F:15])[C:8]=3[N:7]=[N:6]2)[CH2:3][CH2:2]1, predict the reactants needed to synthesize it. The reactants are: [CH:1]1([CH2:4][N:5]2[C:9]3[CH:10]=[CH:11][C:12]([C:18]4[C:19]([F:26])=[N:20]C(C=C)=CC=4)=[C:13]([C:14]([F:17])([F:16])[F:15])[C:8]=3[N:7]=[N:6]2)[CH2:3][CH2:2]1.C[N+]1([O-])CC[O:31][CH2:30]C1.[O:35]1[CH2:39][CH2:38][CH2:37][CH2:36]1. (7) Given the product [Cl:1][C:2]1[CH:7]=[CH:6][C:5]2[S:8][CH:9]=[C:10]([CH3:11])[C:4]=2[CH:3]=1, predict the reactants needed to synthesize it. The reactants are: [Cl:1][C:2]1[CH:7]=[CH:6][C:5]([S:8][CH2:9][C:10](=O)[CH3:11])=[CH:4][CH:3]=1. (8) Given the product [Cl:1][C:2]1[C:3]2[C:10]([C:11]3[CH:16]=[CH:15][CH:14]=[C:13]([Cl:17])[C:12]=3[CH3:18])=[C:9]([C:20]([CH3:22])=[CH2:21])[S:8][C:4]=2[N:5]=[CH:6][N:7]=1, predict the reactants needed to synthesize it. The reactants are: [Cl:1][C:2]1[C:3]2[C:10]([C:11]3[CH:16]=[CH:15][CH:14]=[C:13]([Cl:17])[C:12]=3[CH3:18])=[C:9](I)[S:8][C:4]=2[N:5]=[CH:6][N:7]=1.[C:20](B1OC(C)(C)C(C)(C)O1)([CH3:22])=[CH2:21].CC1OCCC1.